Task: Predict the product of the given reaction.. Dataset: Forward reaction prediction with 1.9M reactions from USPTO patents (1976-2016) The product is: [F:34][C:35]1[N:36]=[CH:37][C:38]([C:2]2[CH:3]=[C:4]([CH:31]=[CH:32][CH:33]=2)[C:5]([NH:7][C:8]2[N:9]=[N:10][C:11]([N:14]3[C:18]([C:19]([F:22])([F:20])[F:21])=[CH:17][C:16]([C:23]4[CH:24]=[N:25][C:26]([O:29][CH3:30])=[CH:27][CH:28]=4)=[N:15]3)=[CH:12][CH:13]=2)=[O:6])=[CH:39][CH:40]=1. Given the reactants Br[C:2]1[CH:3]=[C:4]([CH:31]=[CH:32][CH:33]=1)[C:5]([NH:7][C:8]1[N:9]=[N:10][C:11]([N:14]2[C:18]([C:19]([F:22])([F:21])[F:20])=[CH:17][C:16]([C:23]3[CH:24]=[N:25][C:26]([O:29][CH3:30])=[CH:27][CH:28]=3)=[N:15]2)=[CH:12][CH:13]=1)=[O:6].[F:34][C:35]1[CH:40]=[CH:39][C:38](B(O)O)=[CH:37][N:36]=1.C(=O)([O-])[O-].[Cs+].[Cs+], predict the reaction product.